From a dataset of NCI-60 drug combinations with 297,098 pairs across 59 cell lines. Regression. Given two drug SMILES strings and cell line genomic features, predict the synergy score measuring deviation from expected non-interaction effect. (1) Drug 1: CCC1(CC2CC(C3=C(CCN(C2)C1)C4=CC=CC=C4N3)(C5=C(C=C6C(=C5)C78CCN9C7C(C=CC9)(C(C(C8N6C)(C(=O)OC)O)OC(=O)C)CC)OC)C(=O)OC)O.OS(=O)(=O)O. Drug 2: CCCCC(=O)OCC(=O)C1(CC(C2=C(C1)C(=C3C(=C2O)C(=O)C4=C(C3=O)C=CC=C4OC)O)OC5CC(C(C(O5)C)O)NC(=O)C(F)(F)F)O. Cell line: SF-295. Synergy scores: CSS=48.3, Synergy_ZIP=1.45, Synergy_Bliss=0.918, Synergy_Loewe=-0.805, Synergy_HSA=-0.566. (2) Drug 1: CC12CCC3C(C1CCC2O)C(CC4=C3C=CC(=C4)O)CCCCCCCCCS(=O)CCCC(C(F)(F)F)(F)F. Drug 2: B(C(CC(C)C)NC(=O)C(CC1=CC=CC=C1)NC(=O)C2=NC=CN=C2)(O)O. Cell line: OVCAR3. Synergy scores: CSS=48.8, Synergy_ZIP=0.646, Synergy_Bliss=-3.13, Synergy_Loewe=-48.3, Synergy_HSA=-6.05. (3) Drug 1: CC1=C2C(C(=O)C3(C(CC4C(C3C(C(C2(C)C)(CC1OC(=O)C(C(C5=CC=CC=C5)NC(=O)OC(C)(C)C)O)O)OC(=O)C6=CC=CC=C6)(CO4)OC(=O)C)OC)C)OC. Drug 2: C1CC(=O)NC(=O)C1N2C(=O)C3=CC=CC=C3C2=O. Cell line: M14. Synergy scores: CSS=64.4, Synergy_ZIP=13.8, Synergy_Bliss=15.6, Synergy_Loewe=-21.1, Synergy_HSA=15.2. (4) Drug 1: C1=CC(=CC=C1CCCC(=O)O)N(CCCl)CCCl. Drug 2: CC(C)(C#N)C1=CC(=CC(=C1)CN2C=NC=N2)C(C)(C)C#N. Cell line: SF-539. Synergy scores: CSS=11.7, Synergy_ZIP=-3.23, Synergy_Bliss=-7.59, Synergy_Loewe=-4.89, Synergy_HSA=-6.00. (5) Drug 1: CC1C(C(CC(O1)OC2CC(CC3=C2C(=C4C(=C3O)C(=O)C5=C(C4=O)C(=CC=C5)OC)O)(C(=O)CO)O)N)O.Cl. Drug 2: C1=NC2=C(N1)C(=S)N=C(N2)N. Cell line: RPMI-8226. Synergy scores: CSS=55.5, Synergy_ZIP=-4.14, Synergy_Bliss=-1.38, Synergy_Loewe=-2.09, Synergy_HSA=2.34. (6) Drug 1: CN(CCCl)CCCl.Cl. Drug 2: CS(=O)(=O)OCCCCOS(=O)(=O)C. Cell line: UO-31. Synergy scores: CSS=9.64, Synergy_ZIP=-5.25, Synergy_Bliss=-0.785, Synergy_Loewe=-8.13, Synergy_HSA=-1.43. (7) Drug 1: CC(CN1CC(=O)NC(=O)C1)N2CC(=O)NC(=O)C2. Drug 2: C1=NC2=C(N1)C(=S)N=CN2. Cell line: HCT116. Synergy scores: CSS=48.1, Synergy_ZIP=-3.45, Synergy_Bliss=-6.92, Synergy_Loewe=-12.6, Synergy_HSA=-2.11.